Dataset: Peptide-MHC class I binding affinity with 185,985 pairs from IEDB/IMGT. Task: Regression. Given a peptide amino acid sequence and an MHC pseudo amino acid sequence, predict their binding affinity value. This is MHC class I binding data. (1) The peptide sequence is TSDYINTSL. The MHC is BoLA-JSP.1 with pseudo-sequence BoLA-JSP.1. The binding affinity (normalized) is 0.0641. (2) The peptide sequence is LSTLPGNPAI. The MHC is Patr-B0101 with pseudo-sequence Patr-B0101. The binding affinity (normalized) is 0.740. (3) The binding affinity (normalized) is 1.00. The MHC is H-2-Ld with pseudo-sequence H-2-Ld. The peptide sequence is IPQLLDSWWTSL. (4) The peptide sequence is FLDWIKDIM. The MHC is HLA-A68:02 with pseudo-sequence HLA-A68:02. The binding affinity (normalized) is 0.0576. (5) The peptide sequence is HYIHCFRKPH. The MHC is HLA-A68:01 with pseudo-sequence HLA-A68:01. The binding affinity (normalized) is 0. (6) The peptide sequence is DIVSDSKKI. The MHC is HLA-A02:01 with pseudo-sequence HLA-A02:01. The binding affinity (normalized) is 0.0681. (7) The peptide sequence is IMQRGLFGK. The MHC is HLA-A11:01 with pseudo-sequence HLA-A11:01. The binding affinity (normalized) is 0.465. (8) The peptide sequence is KFPYEGGKV. The MHC is HLA-A24:02 with pseudo-sequence HLA-A24:02. The binding affinity (normalized) is 0. (9) The MHC is HLA-B15:17 with pseudo-sequence HLA-B15:17. The binding affinity (normalized) is 0.0847. The peptide sequence is SGLPGIFIV.